Dataset: Full USPTO retrosynthesis dataset with 1.9M reactions from patents (1976-2016). Task: Predict the reactants needed to synthesize the given product. (1) The reactants are: [CH3:1][N:2]1[C:7](=[O:8])[CH:6]=[C:5]([C:9]2[CH:14]=[CH:13][N:12]=[CH:11][N:10]=2)[N:4]=[C:3]1[O:15][CH:16]1[CH2:21][CH2:20][NH:19][CH2:18][CH2:17]1.F[C:23]1[CH:30]=[CH:29][CH:28]=[CH:27][C:24]=1[CH:25]=[O:26].C(=O)([O-])[O-].[K+].[K+]. Given the product [CH3:1][N:2]1[C:7](=[O:8])[CH:6]=[C:5]([C:9]2[CH:14]=[CH:13][N:12]=[CH:11][N:10]=2)[N:4]=[C:3]1[O:15][CH:16]1[CH2:21][CH2:20][N:19]([C:23]2[CH:30]=[CH:29][CH:28]=[CH:27][C:24]=2[CH:25]=[O:26])[CH2:18][CH2:17]1, predict the reactants needed to synthesize it. (2) Given the product [CH3:36][O:35][CH2:34][C@H:30]1[CH2:31][CH2:32][CH2:33][N:29]1[C:5]1[NH:4][C:3](=[O:2])[C:8]([C:9]2[CH:14]=[CH:13][C:12]([O:15][C:16]3[CH:21]=[CH:20][N:19]=[C:18]([C:22]4[CH:23]=[N:24][N:25]([CH3:27])[CH:26]=4)[CH:17]=3)=[C:11]([CH3:28])[N:10]=2)=[CH:7][N:6]=1, predict the reactants needed to synthesize it. The reactants are: C[O:2][C:3]1[C:8]([C:9]2[CH:14]=[CH:13][C:12]([O:15][C:16]3[CH:21]=[CH:20][N:19]=[C:18]([C:22]4[CH:23]=[N:24][N:25]([CH3:27])[CH:26]=4)[CH:17]=3)=[C:11]([CH3:28])[N:10]=2)=[CH:7][N:6]=[C:5]([N:29]2[CH2:33][CH2:32][CH2:31][C@@H:30]2[CH2:34][O:35][CH3:36])[N:4]=1.Br.CCOCC. (3) Given the product [F:1][C:2]1[CH:7]=[C:6]([F:8])[CH:5]=[CH:4][C:3]=1[C@:9]12[CH2:18][O:17][C@@H:16]([CH2:19][O:20][CH3:34])[CH2:15][C@H:14]1[C@@H:13]([CH3:21])[S:12][C:11]([NH:22][C:23](=[O:30])[C:24]1[CH:25]=[CH:26][CH:27]=[CH:28][CH:29]=1)=[N:10]2, predict the reactants needed to synthesize it. The reactants are: [F:1][C:2]1[CH:7]=[C:6]([F:8])[CH:5]=[CH:4][C:3]=1[C@:9]12[CH2:18][O:17][C@@H:16]([CH2:19][OH:20])[CH2:15][C@H:14]1[C@@H:13]([CH3:21])[S:12][C:11]([NH:22][C:23](=[O:30])[C:24]1[CH:29]=[CH:28][CH:27]=[CH:26][CH:25]=1)=[N:10]2.[H-].[Na+].I[CH3:34]. (4) Given the product [CH3:1][C:2]1[NH:3][C:4]2[C:9]([C:10]=1[C:16]1[C:20]3[CH:21]=[CH:22][CH:23]=[CH:24][C:19]=3[S:18][N:17]=1)=[CH:8][C:7]([C:11]([F:12])([F:14])[F:13])=[CH:6][CH:5]=2, predict the reactants needed to synthesize it. The reactants are: [CH3:1][C:2]1[NH:3][C:4]2[C:9]([CH:10]=1)=[CH:8][C:7]([C:11]([F:14])([F:13])[F:12])=[CH:6][CH:5]=2.Cl[C:16]1[C:20]2[CH:21]=[CH:22][CH:23]=[CH:24][C:19]=2[S:18][N:17]=1. (5) Given the product [O:1]1[CH2:5][CH2:4][O:3][CH:2]1[C:6]1[CH:7]=[C:8]([C:12]([C:14]2[CH:15]=[CH:16][CH:17]=[CH:18][CH:19]=2)=[O:13])[CH:9]=[CH:10][CH:11]=1, predict the reactants needed to synthesize it. The reactants are: [O:1]1[CH2:5][CH2:4][O:3][CH:2]1[C:6]1[CH:7]=[C:8]([CH:12]([C:14]2[CH:19]=[CH:18][CH:17]=[CH:16][CH:15]=2)[OH:13])[CH:9]=[CH:10][CH:11]=1.C1OCCOCCOCCOCCOCCOC1.[Mn]([O-])(=O)(=O)=O.[K+].S([O-])(O)=O.[Na+]. (6) Given the product [F:1][C:2]1[CH:3]=[C:4]([N:9]2[C:14](=[O:15])[C:13]([O:16][CH2:41][CH2:40][CH2:39][CH:38]([CH3:43])[CH3:37])=[C:12]([C:27]3[CH:28]=[CH:29][C:30]([S:33]([CH3:36])(=[O:34])=[O:35])=[CH:31][CH:32]=3)[CH:11]=[N:10]2)[CH:5]=[CH:6][C:7]=1[F:8], predict the reactants needed to synthesize it. The reactants are: [F:1][C:2]1[CH:3]=[C:4]([N:9]2[C:14](=[O:15])[C:13]([O:16]S(C3C=CC(C)=CC=3)(=O)=O)=[C:12]([C:27]3[CH:32]=[CH:31][C:30]([S:33]([CH3:36])(=[O:35])=[O:34])=[CH:29][CH:28]=3)[CH:11]=[N:10]2)[CH:5]=[CH:6][C:7]=1[F:8].[CH3:37][CH:38]([CH3:43])[CH2:39][CH2:40][CH2:41]O. (7) Given the product [O:58]=[S:2]1(=[O:1])[CH2:7][CH2:6][CH:5]([CH2:8][CH2:9][NH:10][C@:11]23[CH2:54][CH2:53][C@@H:52]([C:55]([CH3:57])=[CH2:56])[C@@H:12]2[C@@H:13]2[C@@:26]([CH3:29])([CH2:27][CH2:28]3)[C@@:25]3([CH3:30])[C@@H:16]([C@:17]4([CH3:51])[C@@H:22]([CH2:23][CH2:24]3)[C:21]([CH3:32])([CH3:31])[C:20]([C:33]3[CH2:38][CH2:37][C@@:36]([CH2:49][F:50])([C:39]([OH:41])=[O:40])[CH2:35][CH:34]=3)=[CH:19][CH2:18]4)[CH2:15][CH2:14]2)[CH2:4][CH2:3]1, predict the reactants needed to synthesize it. The reactants are: [O:1]=[S:2]1(=[O:58])[CH2:7][CH2:6][CH:5]([CH2:8][CH2:9][NH:10][C@:11]23[CH2:54][CH2:53][C@@H:52]([C:55]([CH3:57])=[CH2:56])[C@@H:12]2[C@@H:13]2[C@@:26]([CH3:29])([CH2:27][CH2:28]3)[C@@:25]3([CH3:30])[C@@H:16]([C@:17]4([CH3:51])[C@@H:22]([CH2:23][CH2:24]3)[C:21]([CH3:32])([CH3:31])[C:20]([C:33]3[CH2:38][CH2:37][C@@:36]([CH2:49][F:50])([C:39]([O:41]CC5C=CC=CC=5)=[O:40])[CH2:35][CH:34]=3)=[CH:19][CH2:18]4)[CH2:15][CH2:14]2)[CH2:4][CH2:3]1.N[C@]12CC[C@@H](C(C)=C)[C@@H]1[C@@H]1[C@@](C)(CC2)[C@@]2(C)[C@@H]([C@]3(C)[C@@H](CC2)C(C)(C)C(C2CC[C@@](CF)(C(OCC4C=CC=CC=4)=O)CC=2)=CC3)CC1.BrCCC1CCS(=O)(=O)CC1.[O-]P([O-])([O-])=O.[K+].[K+].[K+].[Na+].[I-]. (8) The reactants are: [O:1]=[C:2]1[NH:7][CH:6]=[C:5]([C:8]([NH:10][C@@H:11]([C:20]2[CH:25]=[CH:24][C:23]([C:26]([F:29])([F:28])[F:27])=[CH:22][CH:21]=2)[C:12]2[C:17]([CH:18]=[CH2:19])=[CH:16][CH:15]=[CH:14][N:13]=2)=[O:9])[CH:4]=[CH:3]1.[H][H]. Given the product [CH2:18]([C:17]1[C:12]([C@H:11]([C:20]2[CH:25]=[CH:24][C:23]([C:26]([F:28])([F:29])[F:27])=[CH:22][CH:21]=2)[NH:10][C:8]([C:5]2[CH:4]=[CH:3][C:2](=[O:1])[NH:7][CH:6]=2)=[O:9])=[N:13][CH:14]=[CH:15][CH:16]=1)[CH3:19], predict the reactants needed to synthesize it. (9) Given the product [CH3:20][C:15]1[C:14]([C:8]2[CH:7]=[C:6]3[C:11]([C:2]([NH:24][CH2:25][C:26]4[CH:31]=[CH:30][CH:29]=[CH:28][N:27]=4)=[C:3]([N+:21]([O-:23])=[O:22])[CH:4]=[N:5]3)=[CH:10][C:9]=2[O:12][CH3:13])=[C:18]([CH3:19])[O:17][N:16]=1, predict the reactants needed to synthesize it. The reactants are: Cl[C:2]1[C:11]2[C:6](=[CH:7][C:8]([C:14]3[C:15]([CH3:20])=[N:16][O:17][C:18]=3[CH3:19])=[C:9]([O:12][CH3:13])[CH:10]=2)[N:5]=[CH:4][C:3]=1[N+:21]([O-:23])=[O:22].[NH2:24][CH2:25][C:26]1[CH:31]=[CH:30][CH:29]=[CH:28][N:27]=1.